This data is from Peptide-MHC class II binding affinity with 134,281 pairs from IEDB. The task is: Regression. Given a peptide amino acid sequence and an MHC pseudo amino acid sequence, predict their binding affinity value. This is MHC class II binding data. The peptide sequence is HGRQIRMAKLLGRDP. The MHC is DRB1_1302 with pseudo-sequence DRB1_1302. The binding affinity (normalized) is 0.337.